From a dataset of Full USPTO retrosynthesis dataset with 1.9M reactions from patents (1976-2016). Predict the reactants needed to synthesize the given product. (1) Given the product [C:1]([O:5][C:6](=[O:24])[NH:7][C:8]1[CH:13]=[C:12]([N:14]([CH3:18])[CH2:15][CH2:16][CH3:17])[C:11]([C:19]([F:22])([F:21])[F:20])=[CH:10][C:9]=1[NH:23][C:30](=[O:29])[CH2:31][C:32](=[O:45])[C:33]1[CH:38]=[CH:37][CH:36]=[C:35]([C:39]2[CH:44]=[N:43][CH:42]=[N:41][CH:40]=2)[CH:34]=1)([CH3:2])([CH3:3])[CH3:4], predict the reactants needed to synthesize it. The reactants are: [C:1]([O:5][C:6](=[O:24])[NH:7][C:8]1[CH:13]=[C:12]([N:14]([CH3:18])[CH2:15][CH2:16][CH3:17])[C:11]([C:19]([F:22])([F:21])[F:20])=[CH:10][C:9]=1[NH2:23])([CH3:4])([CH3:3])[CH3:2].C([O:29][C:30](=O)[CH2:31][C:32](=[O:45])[C:33]1[CH:38]=[CH:37][CH:36]=[C:35]([C:39]2[CH:40]=[N:41][CH:42]=[N:43][CH:44]=2)[CH:34]=1)(C)(C)C. (2) Given the product [O:1]=[CH:2][CH2:3][CH2:4][CH2:5][O:6][CH2:7][C:8]([O:10][C:11]([CH3:14])([CH3:13])[CH3:12])=[O:9], predict the reactants needed to synthesize it. The reactants are: [OH:1][CH2:2][CH2:3][CH2:4][CH2:5][O:6][CH2:7][C:8]([O:10][C:11]([CH3:14])([CH3:13])[CH3:12])=[O:9].CC(OI1(OC(C)=O)(OC(C)=O)OC(=O)C2C=CC=CC1=2)=O. (3) Given the product [CH2:26]([O:1][C:2](=[CH:6][C:7]1[CH:12]=[CH:11][C:10]([N+:13]([O-:15])=[O:14])=[CH:9][CH:8]=1)[C:3]([O:36][CH2:35][CH3:16])=[O:5])[CH3:27], predict the reactants needed to synthesize it. The reactants are: [OH:1][C:2](=[CH:6][C:7]1[CH:12]=[CH:11][C:10]([N+:13]([O-:15])=[O:14])=[CH:9][CH:8]=1)[C:3]([OH:5])=O.[C:16]([O-])([O-])=O.[Cs+].[Cs+].S(OCC)(O[CH2:26][CH3:27])(=O)=O.O.CN([CH:35]=[O:36])C. (4) Given the product [CH3:1][C:2]1[C:6]([C:7]([N:16]2[CH2:20][CH2:19][CH2:18][CH:17]2[CH2:21][C:22]2[CH:23]=[N:24][CH:25]=[CH:26][CH:27]=2)=[O:9])=[C:5]([C:10]2[CH:15]=[CH:14][CH:13]=[CH:12][CH:11]=2)[O:4][N:3]=1, predict the reactants needed to synthesize it. The reactants are: [CH3:1][C:2]1[C:6]([C:7]([OH:9])=O)=[C:5]([C:10]2[CH:15]=[CH:14][CH:13]=[CH:12][CH:11]=2)[O:4][N:3]=1.[NH:16]1[CH2:20][CH2:19][CH2:18][CH:17]1[CH2:21][C:22]1[CH:23]=[N:24][CH:25]=[CH:26][CH:27]=1.F[B-](F)(F)F.N1(OC(N(C)C)=[N+](C)C)C2C=CC=CC=2N=N1.C(N(C(C)C)CC)(C)C. (5) Given the product [C:1]1([S:7]([N:10]2[C:18]3[C:13](=[CH:14][C:15]([C@H:20]([NH2:22])[CH3:21])=[CH:16][C:17]=3[F:19])[CH:12]=[C:11]2[CH3:29])(=[O:8])=[O:9])[CH:2]=[CH:3][CH:4]=[CH:5][CH:6]=1, predict the reactants needed to synthesize it. The reactants are: [C:1]1([S:7]([N:10]2[C:18]3[C:13](=[CH:14][C:15]([C@H:20]([NH:22][S@](C(C)(C)C)=O)[CH3:21])=[CH:16][C:17]=3[F:19])[CH:12]=[C:11]2[CH3:29])(=[O:9])=[O:8])[CH:6]=[CH:5][CH:4]=[CH:3][CH:2]=1.Cl. (6) Given the product [Br:1][CH2:2][C@H:3]([C:5]1[CH:10]=[CH:9][CH:8]=[CH:7][CH:6]=1)[OH:4], predict the reactants needed to synthesize it. The reactants are: [Br:1][CH2:2][C:3]([C:5]1[CH:10]=[CH:9][CH:8]=[CH:7][CH:6]=1)=[O:4].CO.